This data is from Forward reaction prediction with 1.9M reactions from USPTO patents (1976-2016). The task is: Predict the product of the given reaction. Given the reactants [CH3:1][O:2][C:3]([C:5]1[CH2:6][O:7][CH2:8][CH2:9][C:10]=1OS(C(F)(F)F)(=O)=O)=[O:4].C(=O)([O-])[O-].[K+].[K+].[C:25]1([C:34]2[CH:39]=[CH:38][CH:37]=[CH:36][CH:35]=2)[CH:30]=[CH:29][C:28](B(O)O)=[CH:27][CH:26]=1.O, predict the reaction product. The product is: [CH3:1][O:2][C:3]([C:5]1[CH2:6][O:7][CH2:8][CH2:9][C:10]=1[C:37]1[CH:38]=[CH:39][C:34]([C:25]2[CH:30]=[CH:29][CH:28]=[CH:27][CH:26]=2)=[CH:35][CH:36]=1)=[O:4].